From a dataset of Reaction yield outcomes from USPTO patents with 853,638 reactions. Predict the reaction yield, written as a fraction of the theoretical maximum amount of product (1.0 means a 100% yield; for example, 0.34 means a 34% yield). (1) The reactants are C[CH2:2][N:3](C(C)C)[CH:4](C)C.[CH2:10]([O:17][C:18]1[CH:30]=[CH:29][C:21]([C:22]([NH:24][CH2:25][C:26]([OH:28])=O)=[O:23])=[CH:20][CH:19]=1)[C:11]1[CH:16]=[CH:15][CH:14]=[CH:13][CH:12]=1.[CH:31]1[CH:32]=[CH:33][C:34]2N(O)N=[N:37][C:35]=2[CH:36]=1.[CH3:41]CN=C=NCCCN(C)C.Cl.[CH3:53][N:54]([CH:56]=[O:57])[CH3:55]. The catalyst is O. The product is [C:34]1([CH3:41])[CH:33]=[CH:32][CH:31]=[CH:36][C:35]=1[NH:37][C:56]([N:54]1[CH2:55][CH2:4][N:3]([C:26](=[O:28])[CH2:25][NH:24][C:22](=[O:23])[C:21]2[CH:20]=[CH:19][C:18]([O:17][CH2:10][C:11]3[CH:12]=[CH:13][CH:14]=[CH:15][CH:16]=3)=[CH:30][CH:29]=2)[CH2:2][CH2:53]1)=[O:57]. The yield is 0.508. (2) The reactants are Br[C:2]1[CH:7]=[C:6]([Cl:8])[CH:5]=[CH:4][C:3]=1[C:9](=[O:11])[CH3:10].C(N(CCCC)CCCC)CCC.[C:25]([O:29][C:30]([CH3:33])([CH3:32])[CH3:31])(=[O:28])[CH:26]=[CH2:27]. The catalyst is CN(C=O)C.[Pd].C([O-])(=O)C.[Pd+2].C([O-])(=O)C. The product is [C:9]([C:3]1[CH:4]=[CH:5][C:6]([Cl:8])=[CH:7][C:2]=1/[CH:27]=[CH:26]/[C:25]([O:29][C:30]([CH3:33])([CH3:32])[CH3:31])=[O:28])(=[O:11])[CH3:10]. The yield is 0.630.